Dataset: Peptide-MHC class II binding affinity with 134,281 pairs from IEDB. Task: Regression. Given a peptide amino acid sequence and an MHC pseudo amino acid sequence, predict their binding affinity value. This is MHC class II binding data. (1) The peptide sequence is QRIYGVRYTETWSFL. The MHC is DRB1_0901 with pseudo-sequence DRB1_0901. The binding affinity (normalized) is 0.363. (2) The peptide sequence is SAHGSGREVIDAMCH. The MHC is HLA-DQA10201-DQB10402 with pseudo-sequence HLA-DQA10201-DQB10402. The binding affinity (normalized) is 0.291. (3) The peptide sequence is IFSQNMNIKLQMPLY. The MHC is HLA-DPA10201-DPB10101 with pseudo-sequence HLA-DPA10201-DPB10101. The binding affinity (normalized) is 0.396.